Dataset: CYP2C19 inhibition data for predicting drug metabolism from PubChem BioAssay. Task: Regression/Classification. Given a drug SMILES string, predict its absorption, distribution, metabolism, or excretion properties. Task type varies by dataset: regression for continuous measurements (e.g., permeability, clearance, half-life) or binary classification for categorical outcomes (e.g., BBB penetration, CYP inhibition). Dataset: cyp2c19_veith. (1) The compound is CN(C)c1ncc2nc(-c3ccc(F)cc3)c(=O)n(C)c2n1. The result is 0 (non-inhibitor). (2) The molecule is C[C@@H](N)C(=O)O. The result is 0 (non-inhibitor). (3) The molecule is S=C(NCc1ccccn1)Nc1cccc(Cl)c1. The result is 1 (inhibitor). (4) The molecule is Cc1ccc(C2(c3ccc(C)c(O)c3C)CCN(C)CC2)c(C)c1O. The result is 0 (non-inhibitor). (5) The drug is Cc1ccc2c(c1)NCC(C(=O)NC1CCCCC1)O2. The result is 1 (inhibitor). (6) The compound is COC(=O)N1CCC2(CCCN(Cc3ccccc3OC)C2)CC1. The result is 0 (non-inhibitor). (7) The drug is Cn1ncc2c(Nc3cccc(C(=O)O)c3)ncnc21. The result is 0 (non-inhibitor). (8) The drug is CN1[C@H]2CC[C@@H]1CC(O[C@@H](c1ccccc1)c1ccccc1N)C2. The result is 0 (non-inhibitor). (9) The result is 1 (inhibitor). The drug is COc1ccc(C(=O)NC(NC(=S)Nc2ccc(S(N)(=O)=O)cc2)C(Cl)(Cl)Cl)cc1. (10) The compound is COc1ccc(-c2nnc(SCc3cccc(C)c3)n2N)cc1. The result is 1 (inhibitor).